This data is from Catalyst prediction with 721,799 reactions and 888 catalyst types from USPTO. The task is: Predict which catalyst facilitates the given reaction. Reactant: [CH:1]1[C:13]2[NH:12][C:11]3[C:6](=[CH:7][CH:8]=[CH:9][CH:10]=3)[C:5]=2[CH:4]=[CH:3][CH:2]=1.CN(C)C=O.C(=O)([O-])[O-].[K+].[K+].Cl[CH2:26][CH2:27][CH2:28][CH2:29][CH2:30][CH2:31][OH:32]. Product: [CH:10]1[C:11]2[N:12]([CH2:26][CH2:27][CH2:28][CH2:29][CH2:30][CH2:31][OH:32])[C:13]3[C:5](=[CH:4][CH:3]=[CH:2][CH:1]=3)[C:6]=2[CH:7]=[CH:8][CH:9]=1. The catalyst class is: 13.